This data is from Reaction yield outcomes from USPTO patents with 853,638 reactions. The task is: Predict the reaction yield, written as a fraction of the theoretical maximum amount of product (1.0 means a 100% yield; for example, 0.34 means a 34% yield). (1) The reactants are [H-].[H-].[H-].[H-].[Li+].[Al+3].[CH2:7]([S:10][C:11]1[CH:19]=[CH:18][CH:17]=[CH:16][C:12]=1[C:13]([NH2:15])=O)[CH:8]=[CH2:9]. The catalyst is C1COCC1. The product is [CH2:7]([S:10][C:11]1[CH:19]=[CH:18][CH:17]=[CH:16][C:12]=1[CH2:13][NH2:15])[CH:8]=[CH2:9]. The yield is 0.910. (2) The reactants are O[C:2](C(F)(F)F)=O.[F:8][CH:9]([F:37])[CH2:10][NH:11][C:12]1[N:17]=[C:16]2[CH2:18][NH:19][CH2:20][CH2:21][C:15]2=[N:14][C:13]=1[N:22]1[CH2:27][CH2:26][CH:25]([O:28][C:29]2[CH:34]=[CH:33][C:32]([F:35])=[CH:31][C:30]=2[F:36])[CH2:24][CH2:23]1.CCN(C(C)C)C(C)C.C=O.C(O[BH-](OC(=O)C)OC(=O)C)(=O)C.[Na+].O.C(#N)C.O. The catalyst is CO. The product is [F:37][CH:9]([F:8])[CH2:10][NH:11][C:12]1[N:17]=[C:16]2[CH2:18][N:19]([CH3:2])[CH2:20][CH2:21][C:15]2=[N:14][C:13]=1[N:22]1[CH2:23][CH2:24][CH:25]([O:28][C:29]2[CH:34]=[CH:33][C:32]([F:35])=[CH:31][C:30]=2[F:36])[CH2:26][CH2:27]1. The yield is 0.280.